From a dataset of Full USPTO retrosynthesis dataset with 1.9M reactions from patents (1976-2016). Predict the reactants needed to synthesize the given product. (1) Given the product [CH2:4]([C:3]([C:21]1[O:22][C:23]2[CH:29]=[CH:28][C:27]([C:30]([N:39]([CH2:38][C:37]([OH:41])=[O:36])[CH3:40])=[O:31])=[CH:26][C:24]=2[CH:25]=1)([C:6]1[CH:11]=[CH:10][C:9]([O:12][CH2:13][CH:14]([OH:19])[C:15]([CH3:18])([CH3:16])[CH3:17])=[C:8]([CH3:20])[CH:7]=1)[CH2:1][CH3:2])[CH3:5], predict the reactants needed to synthesize it. The reactants are: [CH2:1]([C:3]([C:21]1[O:22][C:23]2[CH:29]=[CH:28][C:27]([C:30](O)=[O:31])=[CH:26][C:24]=2[CH:25]=1)([C:6]1[CH:11]=[CH:10][C:9]([O:12][CH2:13][CH:14]([OH:19])[C:15]([CH3:18])([CH3:17])[CH3:16])=[C:8]([CH3:20])[CH:7]=1)[CH2:4][CH3:5])[CH3:2].Cl.C([O:36][C:37](=[O:41])[CH2:38][NH:39][CH3:40])C.[OH-].[Na+]. (2) Given the product [Cl:23][C:24]1[C:32]([F:33])=[C:31]2[C:27]([C:28]([S:35][C:36]3[C:37]([F:47])=[C:38]([CH:44]=[CH:45][CH:46]=3)[C:39]([O:41][CH2:42][CH3:43])=[O:40])=[C:29]([CH3:34])[N:30]2[CH2:12][CH2:13][N:14]2[C:22]3[C:17](=[CH:18][CH:19]=[CH:20][CH:21]=3)[CH2:16][CH2:15]2)=[CH:26][CH:25]=1, predict the reactants needed to synthesize it. The reactants are: CC1C=CC(S(O[CH2:12][CH2:13][N:14]2[C:22]3[C:17](=[CH:18][CH:19]=[CH:20][CH:21]=3)[CH2:16][CH2:15]2)(=O)=O)=CC=1.[Cl:23][C:24]1[C:32]([F:33])=[C:31]2[C:27]([C:28]([S:35][C:36]3[C:37]([F:47])=[C:38]([CH:44]=[CH:45][CH:46]=3)[C:39]([O:41][CH2:42][CH3:43])=[O:40])=[C:29]([CH3:34])[NH:30]2)=[CH:26][CH:25]=1.C([O-])([O-])=O.[K+].[K+]. (3) Given the product [CH3:1][O:2][C:3](=[O:26])[CH2:4][C@H:5]1[C:9]2[CH:10]=[CH:11][C:12]([O:14][C@H:15]3[C:23]4[C:18](=[C:19]([O:25][C:31]5[CH:30]=[CH:29][C:28]([Br:27])=[CH:35][C:32]=5[C:33]#[N:34])[CH:20]=[CH:21][C:22]=4[F:24])[CH2:17][CH2:16]3)=[CH:13][C:8]=2[O:7][CH2:6]1, predict the reactants needed to synthesize it. The reactants are: [CH3:1][O:2][C:3](=[O:26])[CH2:4][C@H:5]1[C:9]2[CH:10]=[CH:11][C:12]([O:14][C@H:15]3[C:23]4[C:18](=[C:19]([OH:25])[CH:20]=[CH:21][C:22]=4[F:24])[CH2:17][CH2:16]3)=[CH:13][C:8]=2[O:7][CH2:6]1.[Br:27][C:28]1[CH:29]=[CH:30][C:31](F)=[C:32]([CH:35]=1)[C:33]#[N:34]. (4) The reactants are: [Cl:1][C:2]1[CH:7]=[CH:6][CH:5]=[C:4]([Cl:8])[C:3]=1[N:9]1[CH:19]=[C:12]2[CH:13]=[N+:14]([O-:18])[CH:15]=[C:16](F)[C:11]2=[N:10]1.[CH3:20][O-:21].[K+]. Given the product [Cl:1][C:2]1[CH:7]=[CH:6][CH:5]=[C:4]([Cl:8])[C:3]=1[N:9]1[CH:19]=[C:12]2[CH:13]=[N+:14]([O-:18])[CH:15]=[C:16]([O:21][CH3:20])[C:11]2=[N:10]1, predict the reactants needed to synthesize it. (5) Given the product [Cl:1][C:2]1[N:11]=[C:10]([NH:18][C:17]2[CH:19]=[CH:20][C:14]([CH3:13])=[CH:15][CH:16]=2)[C:9]2[C:4](=[CH:5][CH:6]=[CH:7][CH:8]=2)[N:3]=1, predict the reactants needed to synthesize it. The reactants are: [Cl:1][C:2]1[N:11]=[C:10](Cl)[C:9]2[C:4](=[CH:5][CH:6]=[CH:7][CH:8]=2)[N:3]=1.[CH3:13][C:14]1[CH:20]=[CH:19][C:17]([NH2:18])=[CH:16][CH:15]=1. (6) Given the product [NH2:1][CH:2]([CH2:3][C:4]([O:6][CH3:7])=[O:5])[CH2:8][C:9]([O:11][CH3:12])=[O:10], predict the reactants needed to synthesize it. The reactants are: [NH2:1]/[C:2](/[CH2:8][C:9]([O:11][CH3:12])=[O:10])=[CH:3]\[C:4]([O:6][CH3:7])=[O:5].C(O)(C(F)(F)F)=O.B.C1COCC1. (7) Given the product [CH2:47]([CH:54]1[CH2:58][CH2:57][CH2:56][N:55]1[C:29]1[N:34]=[CH:33][N:32]=[C:31]([NH:35][C:36]2[CH:37]=[C:38]([CH2:42][S:43]([NH2:46])(=[O:45])=[O:44])[CH:39]=[CH:40][CH:41]=2)[N:30]=1)[C:48]1[CH:53]=[CH:52][CH:51]=[CH:50][CH:49]=1, predict the reactants needed to synthesize it. The reactants are: COCC1CCCCN1C1N=CN=C(NC2C=C(CS(N)(=O)=O)C=CC=2)N=1.Cl[C:29]1[N:34]=[CH:33][N:32]=[C:31]([NH:35][C:36]2[CH:37]=[C:38]([CH2:42][S:43]([NH2:46])(=[O:45])=[O:44])[CH:39]=[CH:40][CH:41]=2)[N:30]=1.[CH2:47]([CH:54]1[CH2:58][CH2:57][CH2:56][NH:55]1)[C:48]1[CH:53]=[CH:52][CH:51]=[CH:50][CH:49]=1. (8) Given the product [CH2:12]([S:16]([NH:1][C:2]1[CH:3]=[CH:4][CH:5]=[C:6]2[C:11]=1[N:10]=[CH:9][CH:8]=[CH:7]2)(=[O:18])=[O:17])[CH2:13][CH2:14][CH3:15], predict the reactants needed to synthesize it. The reactants are: [NH2:1][C:2]1[CH:3]=[CH:4][CH:5]=[C:6]2[C:11]=1[N:10]=[CH:9][CH:8]=[CH:7]2.[CH2:12]([S:16](Cl)(=[O:18])=[O:17])[CH2:13][CH2:14][CH3:15]. (9) Given the product [C:61]([C:59]1[S:60][C:56]([CH2:55][C:52]2[S:53][CH:54]=[C:50]([NH:49][C:14]([C:10]3[N:11]=[CH:12][O:13][C:9]=3[C:3]3[CH:4]=[CH:5][CH:6]=[CH:7][CH:8]=3)=[O:16])[N:51]=2)=[CH:57][CH:58]=1)(=[O:63])[CH3:62], predict the reactants needed to synthesize it. The reactants are: N#N.[C:3]1([C:9]2[O:13][CH:12]=[N:11][C:10]=2[C:14]([OH:16])=O)[CH:8]=[CH:7][CH:6]=[CH:5][CH:4]=1.C1C=CC2N(O)N=NC=2C=1.CCN=C=NCCCN(C)C.Cl.CCN(C(C)C)C(C)C.Cl.[NH2:49][C:50]1[N:51]=[C:52]([CH2:55][C:56]2[S:60][C:59]([C:61](=[O:63])[CH3:62])=[CH:58][CH:57]=2)[S:53][CH:54]=1.